From a dataset of Peptide-MHC class I binding affinity with 185,985 pairs from IEDB/IMGT. Regression. Given a peptide amino acid sequence and an MHC pseudo amino acid sequence, predict their binding affinity value. This is MHC class I binding data. (1) The peptide sequence is QSLCFLLTQK. The MHC is HLA-A31:01 with pseudo-sequence HLA-A31:01. The binding affinity (normalized) is 0.631. (2) The peptide sequence is RIEQLYPFA. The MHC is HLA-A69:01 with pseudo-sequence HLA-A69:01. The binding affinity (normalized) is 0.0847. (3) The peptide sequence is FNNLNPDYM. The MHC is H-2-Db with pseudo-sequence H-2-Db. The binding affinity (normalized) is 0.746. (4) The peptide sequence is FFGWEGVGV. The MHC is HLA-A01:01 with pseudo-sequence HLA-A01:01. The binding affinity (normalized) is 0.0847. (5) The MHC is HLA-A02:02 with pseudo-sequence HLA-A02:02. The binding affinity (normalized) is 0.254. The peptide sequence is EVIERINLL. (6) The MHC is HLA-B07:02 with pseudo-sequence HLA-B07:02. The peptide sequence is SQKHFDTWW. The binding affinity (normalized) is 0.0847.